This data is from Reaction yield outcomes from USPTO patents with 853,638 reactions. The task is: Predict the reaction yield, written as a fraction of the theoretical maximum amount of product (1.0 means a 100% yield; for example, 0.34 means a 34% yield). (1) The reactants are C([C:3]([CH2:36][CH3:37])(P([O-])([O-])=O)[C:4]1C=[CH:15][C:14]2[C:13]3[C:8](=[CH:9]C(C(CC)(CC)P([O-])([O-])=O)=[CH:11][CH:12]=3)[C:7]([CH2:29][CH2:30][CH3:31])(CCC)[C:6]=2[CH:5]=1)C.C1OC2C=CC(C=O)=CC=2O1.[OH-].[K+]. The catalyst is C1COCC1.CS(C)=O.C(O)C. The product is [CH:36]([C:3]1[CH:4]=[CH:5][C:6]2[C:7]3[C:29](=[CH:30][CH:31]=[CH:9][CH:8]=3)[CH2:15][C:14]=2[C:13]=1[CH:12]=[CH2:11])=[CH2:37]. The yield is 0.720. (2) The reactants are [CH3:1][C:2]1([CH3:16])[C:6]([CH3:8])([CH3:7])[O:5][B:4]([C:9]2[CH:15]=[CH:14][CH:13]=[CH:12][C:10]=2[NH2:11])[O:3]1.[CH3:17][S:18](Cl)(=[O:20])=[O:19]. The catalyst is N1C=CC=CC=1. The product is [CH3:8][C:6]1([CH3:7])[C:2]([CH3:16])([CH3:1])[O:3][B:4]([C:9]2[CH:15]=[CH:14][CH:13]=[CH:12][C:10]=2[NH:11][S:18]([CH3:17])(=[O:20])=[O:19])[O:5]1. The yield is 0.520.